Dataset: Catalyst prediction with 721,799 reactions and 888 catalyst types from USPTO. Task: Predict which catalyst facilitates the given reaction. (1) Reactant: [Cl:1][C:2]1[CH:7]=[CH:6][CH:5]=[C:4]([F:8])[C:3]=1[NH:9][C:10]1[NH:22][C:21]2[C:16]3[N:17]=[C:18]([CH3:20])[O:19][C:15]=3[C:14]([C:23](OC)=[O:24])=[CH:13][C:12]=2[N:11]=1.[F:27][C:28]1[CH:34]=[CH:33][C:32]([C:35]([F:38])([F:37])[F:36])=[CH:31][C:29]=1[NH2:30].C[Al](C)C. Product: [Cl:1][C:2]1[CH:7]=[CH:6][CH:5]=[C:4]([F:8])[C:3]=1[NH:9][C:10]1[NH:22][C:21]2[C:16]3[N:17]=[C:18]([CH3:20])[O:19][C:15]=3[C:14]([C:23]([NH:30][C:29]3[CH:31]=[C:32]([C:35]([F:36])([F:37])[F:38])[CH:33]=[CH:34][C:28]=3[F:27])=[O:24])=[CH:13][C:12]=2[N:11]=1. The catalyst class is: 11. (2) Reactant: [CH3:1][O:2][C:3]1[CH:16]=[C:15]([O:17][CH3:18])[CH:14]=[CH:13][C:4]=1[CH2:5][NH:6][C:7]1[N:12]=[CH:11][CH:10]=[CH:9][N:8]=1.[H-].[Na+].[F:21][C:22]1[CH:27]=[C:26]([F:28])[C:25]([F:29])=[CH:24][C:23]=1[S:30](Cl)(=[O:32])=[O:31]. Product: [CH3:1][O:2][C:3]1[CH:16]=[C:15]([O:17][CH3:18])[CH:14]=[CH:13][C:4]=1[CH2:5][N:6]([C:7]1[N:8]=[CH:9][CH:10]=[CH:11][N:12]=1)[S:30]([C:23]1[CH:24]=[C:25]([F:29])[C:26]([F:28])=[CH:27][C:22]=1[F:21])(=[O:32])=[O:31]. The catalyst class is: 7. (3) Reactant: [O:1]=[C:2]1[CH2:9][C:6]2([CH2:8][CH2:7]2)[NH:5][CH2:4][CH:3]1C(OCC)=O. The catalyst class is: 47. Product: [CH2:7]1[C:6]2([CH2:9][C:2](=[O:1])[CH2:3][CH2:4][NH:5]2)[CH2:8]1.